From a dataset of Forward reaction prediction with 1.9M reactions from USPTO patents (1976-2016). Predict the product of the given reaction. (1) Given the reactants [Cl:1][C:2]1[CH:3]=[C:4]2[CH:10]=[C:9]([C:11]([OH:13])=O)[NH:8][C:5]2=[CH:6][N:7]=1.[CH2:14]([NH:21][CH2:22][CH2:23][NH2:24])[C:15]1[CH:20]=[CH:19][CH:18]=[CH:17][CH:16]=1, predict the reaction product. The product is: [CH2:14]([NH:21][CH2:22][CH2:23][NH:24][C:11]([C:9]1[NH:8][C:5]2=[CH:6][N:7]=[C:2]([Cl:1])[CH:3]=[C:4]2[CH:10]=1)=[O:13])[C:15]1[CH:20]=[CH:19][CH:18]=[CH:17][CH:16]=1. (2) Given the reactants [Na].[N:2]1([CH2:8][CH2:9][CH2:10][OH:11])[CH2:7][CH2:6][O:5][CH2:4][CH2:3]1.[N+:12]([C:15]1[CH:16]=[C:17]2[C:22](=[CH:23][C:24]=1F)[N:21]=[CH:20][N:19]=[C:18]2[NH:26][C:27]1[CH:32]=[CH:31][CH:30]=[CH:29][CH:28]=1)([O-:14])=[O:13], predict the reaction product. The product is: [N+:12]([C:15]1[CH:16]=[C:17]2[C:22](=[CH:23][C:24]=1[O:11][CH2:10][CH2:9][CH2:8][N:2]1[CH2:7][CH2:6][O:5][CH2:4][CH2:3]1)[N:21]=[CH:20][N:19]=[C:18]2[NH:26][C:27]1[CH:32]=[CH:31][CH:30]=[CH:29][CH:28]=1)([O-:14])=[O:13]. (3) Given the reactants Cl.[C:2]([C:6]1[CH:33]=[CH:32][C:9]([C:10]([C:12]2[C:13]([CH2:18][CH2:19][CH2:20][N:21]3C(=O)C4C(=CC=CC=4)C3=O)=[N:14][CH:15]=[CH:16][CH:17]=2)=O)=[CH:8][CH:7]=1)([CH3:5])([CH3:4])[CH3:3].[OH-].[Na+], predict the reaction product. The product is: [C:2]([C:6]1[CH:33]=[CH:32][C:9]([C:10]2=[N:21][CH2:20][CH2:19][CH2:18][C:13]3[N:14]=[CH:15][CH:16]=[CH:17][C:12]2=3)=[CH:8][CH:7]=1)([CH3:5])([CH3:4])[CH3:3]. (4) Given the reactants C([Cu])#N.[Li+].[Cl-].[Br:6][C:7]1[CH:8]=[C:9]([CH:38]=[C:39](I)[CH:40]=1)[CH2:10][N:11]([CH:35]1[CH2:37][CH2:36]1)[C:12]([C@H:14]1[C@H:19]([C:20]2[CH:25]=[CH:24][N:23]([CH3:26])[C:22](=[O:27])[CH:21]=2)[CH2:18][CH2:17][N:16]([C:28]([O:30][C:31]([CH3:34])([CH3:33])[CH3:32])=[O:29])[CH2:15]1)=[O:13].[C:42](Cl)(=[O:49])[C:43]1[CH:48]=[CH:47][CH:46]=[CH:45][CH:44]=1, predict the reaction product. The product is: [C:42]([C:39]1[CH:38]=[C:9]([CH:8]=[C:7]([Br:6])[CH:40]=1)[CH2:10][N:11]([CH:35]1[CH2:37][CH2:36]1)[C:12]([C@H:14]1[C@H:19]([C:20]2[CH:25]=[CH:24][N:23]([CH3:26])[C:22](=[O:27])[CH:21]=2)[CH2:18][CH2:17][N:16]([C:28]([O:30][C:31]([CH3:34])([CH3:33])[CH3:32])=[O:29])[CH2:15]1)=[O:13])(=[O:49])[C:43]1[CH:48]=[CH:47][CH:46]=[CH:45][CH:44]=1. (5) Given the reactants [F:1][C:2]([F:9])([F:8])[C:3]1[CH:7]=[CH:6][NH:5][N:4]=1.[N+]([O-])([O-])=O.[NH4+].[Ce].[Ce].[Br:17]Br, predict the reaction product. The product is: [Br:17][C:7]1[C:3]([C:2]([F:9])([F:8])[F:1])=[N:4][NH:5][CH:6]=1.